From a dataset of Full USPTO retrosynthesis dataset with 1.9M reactions from patents (1976-2016). Predict the reactants needed to synthesize the given product. (1) Given the product [F:1][C:2]1[CH:3]=[CH:4][C:5]([CH2:6][O:7][C:8]2[CH:9]=[C:10]3[C:15](=[CH:16][CH:17]=2)[CH2:14][N:13]([C:26]([C:25]2[CH:29]=[C:30]([S:33]([CH3:36])(=[O:35])=[O:34])[CH:31]=[CH:32][C:24]=2[O:23][CH:20]([CH3:22])[CH3:21])=[O:27])[CH2:12][CH2:11]3)=[CH:18][CH:19]=1, predict the reactants needed to synthesize it. The reactants are: [F:1][C:2]1[CH:19]=[CH:18][C:5]([CH2:6][O:7][C:8]2[CH:9]=[C:10]3[C:15](=[CH:16][CH:17]=2)[CH2:14][NH:13][CH2:12][CH2:11]3)=[CH:4][CH:3]=1.[CH:20]([O:23][C:24]1[CH:32]=[CH:31][C:30]([S:33]([CH3:36])(=[O:35])=[O:34])=[CH:29][C:25]=1[C:26](O)=[O:27])([CH3:22])[CH3:21]. (2) The reactants are: Br.[CH3:2][O:3][CH2:4][CH2:5][N:6]1[C:10]([C:11]2[CH:16]=[CH:15][CH:14]=[CH:13][CH:12]=2)=[C:9]([CH3:17])[S:8][C:7]1=[NH:18].[CH3:19][C:20]1([CH3:28])[C:22]([CH3:24])([CH3:23])[CH:21]1[C:25](O)=[O:26].CN(C(ON1N=NC2C=CC=NC1=2)=[N+](C)C)C.F[P-](F)(F)(F)(F)F.C(N(CC)CC)C. Given the product [CH3:2][O:3][CH2:4][CH2:5][N:6]1[C:10]([C:11]2[CH:16]=[CH:15][CH:14]=[CH:13][CH:12]=2)=[C:9]([CH3:17])[S:8][C:7]1=[N:18][C:25]([CH:21]1[C:22]([CH3:24])([CH3:23])[C:20]1([CH3:28])[CH3:19])=[O:26], predict the reactants needed to synthesize it. (3) Given the product [Cl:1][C:2]1[CH:7]=[C:6]([C:8]#[C:9][C:10]2[N:11]=[C:12]([CH3:15])[N:13]([CH2:17][CH:18]3[CH2:20][CH2:19]3)[CH:14]=2)[CH:5]=[CH:4][N:3]=1, predict the reactants needed to synthesize it. The reactants are: [Cl:1][C:2]1[CH:7]=[C:6]([C:8]#[C:9][C:10]2[N:11]=[C:12]([CH3:15])[NH:13][CH:14]=2)[CH:5]=[CH:4][N:3]=1.Br[CH2:17][CH:18]1[CH2:20][CH2:19]1. (4) Given the product [Cl:59][C:60]1[CH:68]=[C:67]([Cl:69])[CH:66]=[CH:65][C:61]=1[C:62]([NH:34][C:35]1[CH:36]=[CH:37][C:38]([C:41]2[CH:49]=[C:48]3[C:44]([CH2:45][N:46]([C@@H:51]([CH:56]([CH3:58])[CH3:57])[C:52]([O:54][CH3:55])=[O:53])[C:47]3=[O:50])=[CH:43][CH:42]=2)=[CH:39][CH:40]=1)=[O:63], predict the reactants needed to synthesize it. The reactants are: C(NC1C=CC(C2C=C3C(CN([C@@H](C(C)C)C(OC)=O)C3=O)=CC=2)=CC=1)(=O)C1C=CC=CC=1.[NH2:34][C:35]1[CH:40]=[CH:39][C:38]([C:41]2[CH:49]=[C:48]3[C:44]([CH2:45][N:46]([C@@H:51]([CH:56]([CH3:58])[CH3:57])[C:52]([O:54][CH3:55])=[O:53])[C:47]3=[O:50])=[CH:43][CH:42]=2)=[CH:37][CH:36]=1.[Cl:59][C:60]1[CH:68]=[C:67]([Cl:69])[CH:66]=[CH:65][C:61]=1[C:62](Cl)=[O:63]. (5) Given the product [NH:23]1[C:31]2[C:26](=[CH:27][CH:28]=[CH:29][CH:30]=2)[C:25](/[CH:32]=[CH:33]/[C:34]2[CH:39]=[CH:38][CH:37]=[CH:36][C:35]=2[C:13]2[C:3]3[C:2]([CH3:1])=[C:6]([C:7]([NH2:19])=[O:9])[S:5][C:4]=3[CH:10]=[CH:11][CH:12]=2)=[N:24]1, predict the reactants needed to synthesize it. The reactants are: [CH3:1][C:2]1[C:3]2[CH:13]=[CH:12][CH:11]=[CH:10][C:4]=2[S:5][C:6]=1[C:7]([OH:9])=O.S(Cl)(Cl)=O.C[N:19](C=O)C.[NH:23]1[C:31]2[C:26](=[CH:27][CH:28]=[CH:29][CH:30]=2)[C:25](/[CH:32]=[CH:33]/[C:34]2[CH:39]=[CH:38][CH:37]=[CH:36][C:35]=2N)=[N:24]1.C(N(CC)CC)C. (6) The reactants are: C[O:2][C:3]1[CH:12]=[C:11]2[C:6]([CH:7]=[CH:8][C:9]([N:13]3[C:17]([CH3:18])=[CH:16][C:15]([O:19][CH2:20][CH2:21][N:22]4[CH2:27][CH2:26][O:25][CH2:24][CH2:23]4)=[N:14]3)=[CH:10]2)=[CH:5][CH:4]=1. Given the product [OH:2][C:3]1[CH:12]=[C:11]2[C:6]([CH:7]=[CH:8][C:9]([N:13]3[C:17]([CH3:18])=[CH:16][C:15]([O:19][CH2:20][CH2:21][N:22]4[CH2:23][CH2:24][O:25][CH2:26][CH2:27]4)=[N:14]3)=[CH:10]2)=[CH:5][CH:4]=1, predict the reactants needed to synthesize it. (7) Given the product [CH:12]1([C:15]2[CH:16]=[C:17]([NH:29][C:30](=[O:39])[C:31]3[CH:32]=[CH:33][C:34]([CH3:37])=[C:35]([C:2]#[C:1][C:3]4[N:7]5[N:8]=[CH:9][CH:10]=[CH:11][C:6]5=[N:5][CH:4]=4)[CH:36]=3)[CH:18]=[CH:19][C:20]=2[CH2:21][N:22]2[CH2:23][CH2:24][N:25]([CH3:28])[CH2:26][CH2:27]2)[CH2:14][CH2:13]1, predict the reactants needed to synthesize it. The reactants are: [C:1]([C:3]1[N:7]2[N:8]=[CH:9][CH:10]=[CH:11][C:6]2=[N:5][CH:4]=1)#[CH:2].[CH:12]1([C:15]2[CH:16]=[C:17]([NH:29][C:30](=[O:39])[C:31]3[CH:36]=[CH:35][C:34]([CH3:37])=[C:33](I)[CH:32]=3)[CH:18]=[CH:19][C:20]=2[CH2:21][N:22]2[CH2:27][CH2:26][N:25]([CH3:28])[CH2:24][CH2:23]2)[CH2:14][CH2:13]1.CC(O)=O.